From a dataset of Full USPTO retrosynthesis dataset with 1.9M reactions from patents (1976-2016). Predict the reactants needed to synthesize the given product. (1) Given the product [Br:12][CH2:11][C:1]1[CH:6]=[CH:5][CH:4]=[CH:3][C:2]=1[CH2:7][C:8]([OH:10])=[O:9], predict the reactants needed to synthesize it. The reactants are: [C:1]1([CH3:11])[CH:6]=[CH:5][CH:4]=[CH:3][C:2]=1[CH2:7][C:8]([OH:10])=[O:9].[Br:12]N1C(=O)CCC1=O.N(C(C)(C)C#N)=NC(C)(C)C#N. (2) Given the product [Cl:13][C:3]1[C:4]2[C:9](=[CH:8][C:7]([C:10]([OH:12])=[O:11])=[CH:6][CH:5]=2)[NH:1][CH:2]=1, predict the reactants needed to synthesize it. The reactants are: [NH:1]1[C:9]2[C:4](=[CH:5][CH:6]=[C:7]([C:10]([OH:12])=[O:11])[CH:8]=2)[CH:3]=[CH:2]1.[Cl:13]N1C(=O)CCC1=O. (3) Given the product [CH2:1]([O:8][C:9]([CH:10]1[CH2:19][O:20][C:24]([CH2:23][I:33])([CH3:25])[CH2:26][N:11]1[CH2:12][C:13]1[CH:18]=[CH:17][CH:16]=[CH:15][CH:14]=1)=[O:21])[C:2]1[CH:3]=[CH:4][CH:5]=[CH:6][CH:7]=1, predict the reactants needed to synthesize it. The reactants are: [CH2:1]([O:8][C:9](=[O:21])[C@H:10]([CH2:19][OH:20])[NH:11][CH2:12][C:13]1[CH:18]=[CH:17][CH:16]=[CH:15][CH:14]=1)[C:2]1[CH:7]=[CH:6][CH:5]=[CH:4][CH:3]=1.Br[CH2:23][C:24]([CH3:26])=[CH2:25].C([O-])([O-])=O.[K+].[K+].[I:33]I. (4) The reactants are: [CH2:1]([O:3][C:4]1[CH:9]=[CH:8][CH:7]=[C:6]([F:10])[C:5]=1[F:11])[CH3:2].C([Li])(CC)C.[CH2:17]([C@H:20]1[CH2:25][CH2:24][C@H:23]([C@H:26]2[CH2:31][CH2:30][C@H:29]([CH2:32][CH2:33][CH2:34][CH:35]=O)[CH2:28][CH2:27]2)[CH2:22][CH2:21]1)[CH2:18][CH3:19].O. Given the product [CH2:1]([O:3][C:4]1[CH:9]=[CH:8][C:7]([CH:35]=[CH:34][CH2:33][CH2:32][C@H:29]2[CH2:30][CH2:31][C@H:26]([C@H:23]3[CH2:22][CH2:21][C@H:20]([CH2:17][CH2:18][CH3:19])[CH2:25][CH2:24]3)[CH2:27][CH2:28]2)=[C:6]([F:10])[C:5]=1[F:11])[CH3:2], predict the reactants needed to synthesize it. (5) Given the product [CH3:1][O:2][C:3]([CH:5]1[CH2:9][CH:8]([N:10]([C:37]([O:39][C:12]([CH3:17])([CH3:13])[CH3:11])=[O:38])[CH2:18][C:19]2[CH:24]=[CH:23][CH:22]=[CH:21][CH:20]=2)[CH2:7][N:6]1[CH2:11][C:12]1[CH:17]=[CH:16][CH:15]=[CH:14][CH:13]=1)=[O:4], predict the reactants needed to synthesize it. The reactants are: [CH3:1][O:2][C:3]([CH:5]1[CH2:9][CH:8]([NH2:10])[CH2:7][N:6]1[CH2:11][C:12]1[CH:17]=[CH:16][CH:15]=[CH:14][CH:13]=1)=[O:4].[CH:18](=O)[C:19]1[CH:24]=[CH:23][CH:22]=[CH:21][CH:20]=1.[O-]S([O-])(=O)=O.[Mg+2].[BH3-]C#N.[Na+].C[C:37]([OH:39])=[O:38].